From a dataset of Reaction yield outcomes from USPTO patents with 853,638 reactions. Predict the reaction yield, written as a fraction of the theoretical maximum amount of product (1.0 means a 100% yield; for example, 0.34 means a 34% yield). (1) The yield is 0.800. The product is [C:1]([C:5]1[CH:9]=[C:8]([NH:10][C:21](=[O:22])[C:20]2[CH:24]=[C:25]([C:28]([F:29])([F:30])[F:31])[CH:26]=[CH:27][C:19]=2[F:18])[N:7]([CH2:11][CH2:12][CH2:13][C:14]([F:16])([F:17])[F:15])[N:6]=1)([CH3:4])([CH3:2])[CH3:3]. The reactants are [C:1]([C:5]1[CH:9]=[C:8]([NH2:10])[N:7]([CH2:11][CH2:12][CH2:13][C:14]([F:17])([F:16])[F:15])[N:6]=1)([CH3:4])([CH3:3])[CH3:2].[F:18][C:19]1[CH:27]=[CH:26][C:25]([C:28]([F:31])([F:30])[F:29])=[CH:24][C:20]=1[C:21](Cl)=[O:22].CCOC(C)=O. The catalyst is C1COCC1.CCN(CC)CC.CO. (2) The reactants are C([O:3][C:4](=O)[CH2:5][C:6](=[O:13])[CH2:7][C:8](OCC)=O)C.[CH:15]([O:22]CC)([O:19][CH2:20][CH3:21])OCC.C(OC(=O)C)(=O)C.[NH3:32]. The catalyst is C(Cl)Cl. The product is [OH:13][C:6]1[C:7]([C:15]([O:19][CH2:20][CH3:21])=[O:22])=[CH:8][N:32]=[C:4]([OH:3])[CH:5]=1. The yield is 0.600. (3) The product is [CH2:25]1[C:34]2[C:29](=[CH:30][CH:31]=[CH:32][CH:33]=2)[CH:28]([NH:35][C:19](=[O:21])[C:18]2[CH:22]=[CH:23][C:15]([O:14][CH2:13][C:3]3[C:4]([C:7]4[CH:8]=[CH:9][CH:10]=[CH:11][CH:12]=4)=[N:5][O:6][C:2]=3[CH3:1])=[N:16][CH:17]=2)[CH2:27][O:26]1. The reactants are [CH3:1][C:2]1[O:6][N:5]=[C:4]([C:7]2[CH:12]=[CH:11][CH:10]=[CH:9][CH:8]=2)[C:3]=1[CH2:13][O:14][C:15]1[CH:23]=[CH:22][C:18]([C:19]([OH:21])=O)=[CH:17][N:16]=1.Cl.[CH2:25]1[C:34]2[C:29](=[CH:30][CH:31]=[CH:32][CH:33]=2)[CH:28]([NH2:35])[CH2:27][O:26]1. The yield is 0.960. No catalyst specified. (4) The product is [CH2:26]([O:25][C:23](=[O:24])[NH:1][C:2]1[CH:11]=[CH:10][CH:9]=[C:8]2[C:3]=1[C:4](=[O:21])[N:5]([CH:13]1[CH2:18][CH2:17][C:16](=[O:19])[NH:15][C:14]1=[O:20])[C:6]([CH3:12])=[N:7]2)[CH3:27]. The reactants are [NH2:1][C:2]1[CH:11]=[CH:10][CH:9]=[C:8]2[C:3]=1[C:4](=[O:21])[N:5]([CH:13]1[CH2:18][CH2:17][C:16](=[O:19])[NH:15][C:14]1=[O:20])[C:6]([CH3:12])=[N:7]2.Cl[C:23]([O:25][CH2:26][CH3:27])=[O:24]. The yield is 0.270. The catalyst is O1CCCC1. (5) The reactants are Cl.Cl.[NH2:3][C@@H:4]1[CH:9]2[CH2:10][CH2:11][N:6]([CH2:7][CH2:8]2)[CH2:5]1.[H-].[Na+].[CH:14]([C:16]1[C:24]2[C:23]([C:25]([O:27][CH3:28])=[O:26])=[CH:22][CH:21]=[CH:20][C:19]=2[NH:18][N:17]=1)=O.C(O[BH-](OC(=O)C)OC(=O)C)(=O)C.[Na+]. The catalyst is ClCCl.C(O)(=O)C. The product is [N:6]12[CH2:11][CH2:10][CH:9]([CH2:8][CH2:7]1)[C@@H:4]([NH:3][CH2:14][C:16]1[C:24]3[C:23]([C:25]([O:27][CH3:28])=[O:26])=[CH:22][CH:21]=[CH:20][C:19]=3[NH:18][N:17]=1)[CH2:5]2. The yield is 1.00. (6) The reactants are ClC(N(C)C)=C(C)C.[Br:9][C:10]1[CH:23]=[C:22]2[C:13]([O:14][C:15]3[C:16]([F:41])=[CH:17][C:18]([O:39][CH3:40])=[CH:19][C:20]=3[C:21]2([NH:27][C:28]([NH:30][C:31](=[O:38])[C:32]2[CH:37]=[CH:36][CH:35]=[CH:34][CH:33]=2)=[S:29])[CH2:24][CH2:25]O)=[CH:12][CH:11]=1. The catalyst is C(Cl)Cl. The product is [Br:9][C:10]1[CH:23]=[C:22]2[C:13]([O:14][C:15]3[C:16]([F:41])=[CH:17][C:18]([O:39][CH3:40])=[CH:19][C:20]=3[C:21]32[CH2:24][CH2:25][S:29][C:28]([NH:30][C:31](=[O:38])[C:32]2[CH:33]=[CH:34][CH:35]=[CH:36][CH:37]=2)=[N:27]3)=[CH:12][CH:11]=1. The yield is 1.00. (7) The reactants are [CH2:1]([S:3][C:4]1[CH:5]=[CH:6][C:7]([C:10]([OH:12])=O)=[N:8][CH:9]=1)[CH3:2].C1N=CN(C(N2C=NC=C2)=[O:19])C=1.CS(O)(=O)=O.[NH2:30][CH2:31][C:32]1[CH:33]=[C:34]2[C:38](=[CH:39][CH:40]=1)[C:37](=[O:41])[N:36]([CH:42]1[CH2:47][CH2:46][C:45](=[O:48])[NH:44][C:43]1=[O:49])[CH2:35]2.CCOC(C)=O. The catalyst is CN(C)C=O. The product is [O:49]=[C:43]1[CH:42]([N:36]2[C:35](=[O:19])[C:34]3[C:38](=[CH:39][CH:40]=[C:32]([CH2:31][NH:30][C:10]([C:7]4[CH:6]=[CH:5][C:4]([S:3][CH2:1][CH3:2])=[CH:9][N:8]=4)=[O:12])[CH:33]=3)[C:37]2=[O:41])[CH2:47][CH2:46][C:45](=[O:48])[NH:44]1. The yield is 0.600.